This data is from Full USPTO retrosynthesis dataset with 1.9M reactions from patents (1976-2016). The task is: Predict the reactants needed to synthesize the given product. (1) Given the product [F:27][C:26]([F:29])([F:28])[C:21]1[CH:22]=[CH:23][CH:24]=[CH:25][C:20]=1[CH2:19][N:12]1[C:13]2[C:18](=[CH:17][CH:16]=[CH:15][CH:14]=2)[C:10]2([C:5]3[CH:6]=[C:7]4[C:2](=[CH:3][C:4]=3[O:32][CH2:31]2)[NH:36][N:9]=[CH:8]4)[C:11]1=[O:30], predict the reactants needed to synthesize it. The reactants are: F[C:2]1[C:7]([C:8]#[N:9])=[CH:6][C:5]2[C:10]3([CH2:31][O:32][C:4]=2[CH:3]=1)[C:18]1[C:13](=[CH:14][CH:15]=[CH:16][CH:17]=1)[N:12]([CH2:19][C:20]1[CH:25]=[CH:24][CH:23]=[CH:22][C:21]=1[C:26]([F:29])([F:28])[F:27])[C:11]3=[O:30].O.NN.[N:36](OCCC(C)C)=O.[PH2](O)=O.C(=O)(O)[O-].[Na+]. (2) Given the product [F:1][C:2]1[CH:7]=[CH:6][C:5]([O:8][CH2:18][C:19]([O:21][CH2:22][CH3:23])=[O:20])=[CH:4][C:3]=1[C:9]([F:10])([F:11])[F:12], predict the reactants needed to synthesize it. The reactants are: [F:1][C:2]1[CH:7]=[CH:6][C:5]([OH:8])=[CH:4][C:3]=1[C:9]([F:12])([F:11])[F:10].[H-].[Na+].[H][H].Br[CH2:18][C:19]([O:21][CH2:22][CH3:23])=[O:20]. (3) Given the product [NH2:16][C:11]1[CH:12]=[CH:13][CH:14]=[C:15]2[C:10]=1[C:9](=[O:19])[C:8]([CH3:20])=[CH:7][N:6]2[CH2:5][C:4]([O:3][CH2:1][CH3:2])=[O:21], predict the reactants needed to synthesize it. The reactants are: [CH2:1]([O:3][C:4](=[O:21])[CH2:5][N:6]1[C:15]2[C:10](=[C:11]([N+:16]([O-])=O)[CH:12]=[CH:13][CH:14]=2)[C:9](=[O:19])[C:8]([CH3:20])=[CH:7]1)[CH3:2]. (4) Given the product [C:12]([O:16][C:17]([N:19]1[CH2:23][C@@H:22]([CH3:24])[CH2:21][C@H:20]1[C:25]([O:27][CH2:7][C:6]([C:5]1[CH:10]=[CH:11][C:2]([Br:1])=[CH:3][CH:4]=1)=[O:9])=[O:26])=[O:18])([CH3:13])([CH3:14])[CH3:15], predict the reactants needed to synthesize it. The reactants are: [Br:1][C:2]1[CH:11]=[CH:10][C:5]([C:6](=[O:9])[CH2:7]Br)=[CH:4][CH:3]=1.[C:12]([O:16][C:17]([N:19]1[CH2:23][C@@H:22]([CH3:24])[CH2:21][C@H:20]1[C:25]([OH:27])=[O:26])=[O:18])([CH3:15])([CH3:14])[CH3:13].C(N(CC)C(C)C)(C)C. (5) The reactants are: [CH3:1][C:2]1([CH3:17])[C:10]2[C:5](=[CH:6][C:7]([N:11]3[CH2:16][CH2:15][O:14][CH2:13][CH2:12]3)=[CH:8][CH:9]=2)[NH:4][CH2:3]1.[Cl:18][C:19]1[CH:28]=[CH:27][C:26]2[N:25]=[C:24]3[C:29]([CH3:33])([CH3:32])[CH2:30][CH2:31][C:23]3=[C:22](Cl)[C:21]=2[CH:20]=1.C(=O)([O-])[O-].[Cs+].[Cs+].C1C=CC(P(C2C(C3C(P(C4C=CC=CC=4)C4C=CC=CC=4)=CC=C4C=3C=CC=C4)=C3C(C=CC=C3)=CC=2)C2C=CC=CC=2)=CC=1. Given the product [Cl:18][C:19]1[CH:28]=[CH:27][C:26]2[N:25]=[C:24]3[C:29]([CH3:33])([CH3:32])[CH2:30][CH2:31][C:23]3=[C:22]([N:4]3[C:5]4[C:10](=[CH:9][CH:8]=[C:7]([N:11]5[CH2:16][CH2:15][O:14][CH2:13][CH2:12]5)[CH:6]=4)[C:2]([CH3:17])([CH3:1])[CH2:3]3)[C:21]=2[CH:20]=1, predict the reactants needed to synthesize it. (6) Given the product [Cl:13][C:14]1[CH:19]=[C:18]([C:20](=[O:24])[N:21]([CH3:23])[CH3:22])[CH:17]=[CH:16][C:15]=1[N:25]([CH3:45])[C:26]([C:28]1[S:44][C:31]2[C:32]3[CH:40]=[CH:39][C:38]([C:41]([NH:3][CH3:2])=[O:43])=[CH:37][C:33]=3[O:34][CH2:35][CH2:36][C:30]=2[CH:29]=1)=[O:27], predict the reactants needed to synthesize it. The reactants are: C[CH2:2][N:3](C(C)C)C(C)C.NC.Cl.[Cl:13][C:14]1[CH:19]=[C:18]([C:20](=[O:24])[N:21]([CH3:23])[CH3:22])[CH:17]=[CH:16][C:15]=1[N:25]([CH3:45])[C:26]([C:28]1[S:44][C:31]2[C:32]3[CH:40]=[CH:39][C:38]([C:41]([OH:43])=O)=[CH:37][C:33]=3[O:34][CH2:35][CH2:36][C:30]=2[CH:29]=1)=[O:27].CN(C(ON1N=NC2C=CC=NC1=2)=[N+](C)C)C.F[P-](F)(F)(F)(F)F. (7) Given the product [CH2:7]([N:6]1[C@H:4]([CH3:5])[C:3](=[O:14])[NH:22][C@@H:23]([CH3:24])[C:25]1=[O:26])[C:8]1[CH:9]=[CH:10][CH:11]=[CH:12][CH:13]=1, predict the reactants needed to synthesize it. The reactants are: CO[C:3](=[O:14])[C@H:4]([NH:6][CH2:7][C:8]1[CH:13]=[CH:12][CH:11]=[CH:10][CH:9]=1)[CH3:5].C(OC([NH:22][C@H:23]([C:25](O)=[O:26])[CH3:24])=O)(C)(C)C.C1CCC(N=C=NC2CCCCC2)CC1.